Dataset: Forward reaction prediction with 1.9M reactions from USPTO patents (1976-2016). Task: Predict the product of the given reaction. (1) Given the reactants Br[C:2]1[CH:3]=[C:4]2[C:10]([CH:11]=[O:12])=[N:9][N:8]([CH:13]3[CH2:18][CH2:17][CH2:16][CH2:15][O:14]3)[C:5]2=[CH:6][N:7]=1.[N:19]1[CH:24]=[C:23](B(O)O)[CH:22]=[N:21][CH:20]=1.C([O-])([O-])=O.[K+].[K+].CCOC(C)=O, predict the reaction product. The product is: [N:19]1[CH:24]=[C:23]([C:2]2[CH:3]=[C:4]3[C:10]([CH:11]=[O:12])=[N:9][N:8]([CH:13]4[CH2:18][CH2:17][CH2:16][CH2:15][O:14]4)[C:5]3=[CH:6][N:7]=2)[CH:22]=[N:21][CH:20]=1. (2) Given the reactants [CH2:1]([C:3]1[C:4](=[O:26])[N:5](/[CH:18]=[CH:19]/[C:20]2[CH:25]=[CH:24][CH:23]=[CH:22][CH:21]=2)[C:6]([C:10]2[CH:15]=[CH:14][CH:13]=[CH:12][C:11]=2[O:16]C)=[N:7][C:8]=1[CH3:9])[CH3:2].B(Br)(Br)Br, predict the reaction product. The product is: [CH2:1]([C:3]1[C:4](=[O:26])[N:5](/[CH:18]=[CH:19]/[C:20]2[CH:21]=[CH:22][CH:23]=[CH:24][CH:25]=2)[C:6]([C:10]2[CH:15]=[CH:14][CH:13]=[CH:12][C:11]=2[OH:16])=[N:7][C:8]=1[CH3:9])[CH3:2].